Dataset: Merck oncology drug combination screen with 23,052 pairs across 39 cell lines. Task: Regression. Given two drug SMILES strings and cell line genomic features, predict the synergy score measuring deviation from expected non-interaction effect. (1) Synergy scores: synergy=-1.28. Drug 1: O=S1(=O)NC2(CN1CC(F)(F)F)C1CCC2Cc2cc(C=CCN3CCC(C(F)(F)F)CC3)ccc2C1. Drug 2: CN(Cc1cnc2nc(N)nc(N)c2n1)c1ccc(C(=O)NC(CCC(=O)O)C(=O)O)cc1. Cell line: SW837. (2) Drug 1: Nc1ccn(C2OC(CO)C(O)C2(F)F)c(=O)n1. Drug 2: Cn1nnc2c(C(N)=O)ncn2c1=O. Cell line: ES2. Synergy scores: synergy=3.02. (3) Drug 1: Cc1nc(Nc2ncc(C(=O)Nc3c(C)cccc3Cl)s2)cc(N2CCN(CCO)CC2)n1. Drug 2: CC1(c2nc3c(C(N)=O)cccc3[nH]2)CCCN1. Cell line: OV90. Synergy scores: synergy=4.09. (4) Drug 1: O=C(NOCC(O)CO)c1ccc(F)c(F)c1Nc1ccc(I)cc1F. Drug 2: CCc1c2c(nc3ccc(O)cc13)-c1cc3c(c(=O)n1C2)COC(=O)C3(O)CC. Cell line: NCIH1650. Synergy scores: synergy=0.185. (5) Drug 1: CN(C)C(=N)N=C(N)N. Drug 2: NC1(c2ccc(-c3nc4ccn5c(=O)[nH]nc5c4cc3-c3ccccc3)cc2)CCC1. Cell line: HT144. Synergy scores: synergy=3.04. (6) Drug 1: CCC1=CC2CN(C1)Cc1c([nH]c3ccccc13)C(C(=O)OC)(c1cc3c(cc1OC)N(C)C1C(O)(C(=O)OC)C(OC(C)=O)C4(CC)C=CCN5CCC31C54)C2. Drug 2: O=C(O)C1(Cc2cccc(Nc3nccs3)n2)CCC(Oc2cccc(Cl)c2F)CC1. Cell line: NCIH2122. Synergy scores: synergy=-27.0.